From a dataset of Reaction yield outcomes from USPTO patents with 853,638 reactions. Predict the reaction yield, written as a fraction of the theoretical maximum amount of product (1.0 means a 100% yield; for example, 0.34 means a 34% yield). (1) The reactants are Br.[N:2]1([C:8]([NH2:10])=[NH:9])[CH2:7][CH2:6][O:5][CH2:4][CH2:3]1.[C:11]([O:15][C:16]([N:18]1[CH2:23][CH2:22][CH:21]([C:24](=O)[CH2:25][C:26](OCC)=[O:27])[CH2:20][CH2:19]1)=[O:17])([CH3:14])([CH3:13])[CH3:12].[N+](=C1CCCCCCCCCC1C1CCCCCCCCCC1)=[N-]. The catalyst is C(O)C. The product is [C:11]([O:15][C:16]([N:18]1[CH2:19][CH2:20][CH:21]([C:24]2[CH:25]=[C:26]([OH:27])[N:10]=[C:8]([N:2]3[CH2:7][CH2:6][O:5][CH2:4][CH2:3]3)[N:9]=2)[CH2:22][CH2:23]1)=[O:17])([CH3:14])([CH3:13])[CH3:12]. The yield is 0.405. (2) The reactants are [CH3:1][O:2][CH2:3][CH2:4][O:5][C:6]1[CH:7]=[C:8]2[C:20]([NH:21][C:22]3[CH:23]=[CH:24][CH:25]=[C:26]([C:28]#[CH:29])[CH:27]=3)=[N:19][CH:18]=[N:17][C:9]2=[CH:10][C:11]=1[O:12][CH2:13][CH2:14][O:15][CH3:16].Cl.N. The catalyst is O. The product is [CH3:1][O:2][CH2:3][CH2:4][O:5][C:6]1[CH:7]=[C:8]2[C:20]([NH:21][C:22]3[CH:27]=[C:26]([C:28]#[CH:29])[CH:25]=[CH:24][CH:23]=3)=[N:19][CH:18]=[N:17][C:9]2=[CH:10][C:11]=1[O:12][CH2:13][CH2:14][O:15][CH3:16]. The yield is 0.943. (3) The reactants are [NH2:1][C:2]1[CH:12]=[CH:11][C:5]([C:6]([O:8][CH2:9][CH3:10])=[O:7])=[CH:4][CH:3]=1.C(N(CC)CC)C.FC(F)(F)S(O[Si:26]([CH3:29])([CH3:28])[CH3:27])(=O)=O. The catalyst is C1(C)C=CC=CC=1. The product is [CH3:27][Si:26]([N:1]([Si:26]([CH3:29])([CH3:28])[CH3:27])[C:2]1[CH:3]=[CH:4][C:5]([C:6]([O:8][CH2:9][CH3:10])=[O:7])=[CH:11][CH:12]=1)([CH3:29])[CH3:28]. The yield is 0.930.